The task is: Predict the product of the given reaction.. This data is from Forward reaction prediction with 1.9M reactions from USPTO patents (1976-2016). (1) Given the reactants [OH:1][CH:2]1[C:6]2([CH2:11][CH2:10][N:9]([C:12]([O:14][C:15]([CH3:18])([CH3:17])[CH3:16])=[O:13])[CH2:8][CH2:7]2)[C:5](=[O:19])[NH:4][CH:3]1[CH3:20].C[C:22]1([CH3:62])[C:48]2[C:43](=C(P(C3C=CC=CC=3)C3C=CC=CC=3)C=CC=2)[O:42]C2C(P(C3C=CC=CC=3)C3C=CC=CC=3)=CC=CC1=2.C([O-])([O-])=[O:64].[K+].[K+].N#N.O, predict the reaction product. The product is: [OH:1][CH:2]1[C:6]2([CH2:7][CH2:8][N:9]([C:12]([O:14][C:15]([CH3:16])([CH3:18])[CH3:17])=[O:13])[CH2:10][CH2:11]2)[C:5](=[O:19])[N:4]([C:22]2[CH2:62][O:42][C:43](=[O:64])[CH:48]=2)[CH:3]1[CH3:20]. (2) The product is: [CH3:1][O:2][C:3]([C:5]1[N:6]=[C:7]([NH:10][C:11]([O:13][C:14]([CH3:17])([CH3:16])[CH3:15])=[O:12])[S:8][CH:9]=1)=[O:4]. Given the reactants [CH3:1][O:2][C:3]([C:5]1[N:6]=[C:7]([NH2:10])[S:8][CH:9]=1)=[O:4].[C:11](O[C:11]([O:13][C:14]([CH3:17])([CH3:16])[CH3:15])=[O:12])([O:13][C:14]([CH3:17])([CH3:16])[CH3:15])=[O:12], predict the reaction product. (3) Given the reactants C([Mg]Cl)C1C=CC=CC=1.[F:10][C:11]1[CH:12]=[CH:13][C:14]([O:21][CH3:22])=[C:15]([C:17](O)([CH3:19])[CH3:18])[CH:16]=1.[CH2:23]([O:25][C:26](=[O:34])[C:27]([O:29][Si](C)(C)C)=[CH2:28])[CH3:24], predict the reaction product. The product is: [CH2:23]([O:25][C:26](=[O:34])[C:27](=[O:28])[CH2:29][C:17]([C:15]1[CH:16]=[C:11]([F:10])[CH:12]=[CH:13][C:14]=1[O:21][CH3:22])([CH3:19])[CH3:18])[CH3:24]. (4) Given the reactants [O:1]=[C:2]1[NH:6][C@@H:5]([C:7]([O:9][CH2:10][CH3:11])=[O:8])[CH2:4][CH2:3]1.Cl[C:13]([O:15][CH2:16][C:17]1[CH:22]=[CH:21][CH:20]=[CH:19][CH:18]=1)=[O:14], predict the reaction product. The product is: [O:1]=[C:2]1[N:6]([C:13]([O:15][CH2:16][C:17]2[CH:22]=[CH:21][CH:20]=[CH:19][CH:18]=2)=[O:14])[C@@H:5]([C:7]([O:9][CH2:10][CH3:11])=[O:8])[CH2:4][CH2:3]1. (5) Given the reactants [C:1]1([C:7]2[N:8]=[C:9]([C:23]3[CH:28]=[CH:27][N:26]=[C:25]([NH:29][C:30](=[O:33])[CH:31]=[CH2:32])[CH:24]=3)[S:10][C:11]=2[C:12]2[N:16]=[CH:15][N:14](C3CCCCO3)[N:13]=2)[CH:6]=[CH:5][CH:4]=[CH:3][CH:2]=1.C(N(CC)CC)C.[C:41]1([SH:47])[CH:46]=[CH:45][CH:44]=[CH:43][CH:42]=1, predict the reaction product. The product is: [C:41]1([S:47][CH2:32][CH2:31][C:30]([NH:29][C:25]2[CH:24]=[C:23]([C:9]3[S:10][C:11]([C:12]4[NH:16][CH:15]=[N:14][N:13]=4)=[C:7]([C:1]4[CH:2]=[CH:3][CH:4]=[CH:5][CH:6]=4)[N:8]=3)[CH:28]=[CH:27][N:26]=2)=[O:33])[CH:46]=[CH:45][CH:44]=[CH:43][CH:42]=1.